This data is from Catalyst prediction with 721,799 reactions and 888 catalyst types from USPTO. The task is: Predict which catalyst facilitates the given reaction. (1) Reactant: Cl[C:2]([O:4][CH2:5][CH2:6][CH2:7][CH2:8][CH2:9][CH2:10][CH2:11][CH2:12][CH2:13][CH2:14][CH2:15][CH3:16])=[O:3].[F:17][C:18]([F:29])([F:28])[O:19][C:20]1[CH:25]=[CH:24][C:23]([NH:26][NH2:27])=[CH:22][CH:21]=1.CN1[C:35](=[O:36])CCC1. Product: [CH2:5]([O:4][C:2]1[O:3][C:35](=[O:36])[N:26]([C:23]2[CH:22]=[CH:21][C:20]([O:19][C:18]([F:28])([F:29])[F:17])=[CH:25][CH:24]=2)[N:27]=1)[CH2:6][CH2:7][CH2:8][CH2:9][CH2:10][CH2:11][CH2:12][CH2:13][CH2:14][CH2:15][CH3:16]. The catalyst class is: 17. (2) Reactant: [OH-].[Na+].[N+:3]([C:6]1[CH:7]=[C:8]2[C:12](=[CH:13][CH:14]=1)[NH:11][N:10]=[CH:9]2)([O-:5])=[O:4].[Br-:15].[Br-].[Br-].[NH+]1C=CC=CC=1.[NH+]1C=CC=CC=1.[NH+]1C=CC=CC=1.Cl. Product: [Br:15][C:9]1[C:8]2[C:12](=[CH:13][CH:14]=[C:6]([N+:3]([O-:5])=[O:4])[CH:7]=2)[NH:11][N:10]=1. The catalyst class is: 72.